This data is from CYP1A2 inhibition data for predicting drug metabolism from PubChem BioAssay. The task is: Regression/Classification. Given a drug SMILES string, predict its absorption, distribution, metabolism, or excretion properties. Task type varies by dataset: regression for continuous measurements (e.g., permeability, clearance, half-life) or binary classification for categorical outcomes (e.g., BBB penetration, CYP inhibition). Dataset: cyp1a2_veith. (1) The compound is C/C=C\C1=C(CO)[C@H](O)[C@H]2O[C@H]2[C@@H]1O. The result is 0 (non-inhibitor). (2) The drug is OCCCNCc1ccncc1. The result is 0 (non-inhibitor). (3) The compound is COc1cc(O)oc1C=Nc1ccc(Cl)cc1. The result is 1 (inhibitor). (4) The molecule is CO[C@@H]1COC(=O)[C@H](C)NC(=O)C/C=C\[C@@H](OC)[C@H](C)COC(=O)CCC[C@H]1C. The result is 0 (non-inhibitor). (5) The molecule is Cc1ccccc1Nc1c([N+](=O)[O-])cc([N+](=O)[O-])c2cccnc12. The result is 1 (inhibitor). (6) The compound is C[C@@H](C(=O)O)c1ccc(C[C@@H]2CCCC2=O)cc1. The result is 0 (non-inhibitor). (7) The drug is CCn1c(C)cc(/C=C2\NC(=O)N(Cc3ccc(Cl)cc3)C2=O)c1C. The result is 1 (inhibitor). (8) The compound is CO[C@@H]1COC(=O)[C@@H](C)NC(=O)C/C=C\[C@H](C)[C@@H](OC)COC(=O)CCC[C@H]1C. The result is 0 (non-inhibitor).